Dataset: Forward reaction prediction with 1.9M reactions from USPTO patents (1976-2016). Task: Predict the product of the given reaction. Given the reactants [NH:1]([N:19]1[CH2:24][CH2:23][O:22][CH2:21][CH2:20]1)[C@H:2]([C:12]([O:14]C(C)(C)C)=[O:13])[CH2:3][O:4][CH2:5][C:6]1[CH:11]=[CH:10][CH:9]=[CH:8][CH:7]=1.C(O)(C(F)(F)F)=O, predict the reaction product. The product is: [NH:19]1[CH2:24][CH2:23][O:22][CH2:21][CH2:20]1.[NH2:1][C@H:2]([C:12]([OH:14])=[O:13])[CH2:3][O:4][CH2:5][C:6]1[CH:7]=[CH:8][CH:9]=[CH:10][CH:11]=1.